Dataset: Experimentally validated miRNA-target interactions with 360,000+ pairs, plus equal number of negative samples. Task: Binary Classification. Given a miRNA mature sequence and a target amino acid sequence, predict their likelihood of interaction. The miRNA is hsa-miR-31-3p with sequence UGCUAUGCCAACAUAUUGCCAU. The protein sequence of the target gene is MATPPKRSCPSFSASSEGTRIKKISIEGNIAAGKSTFVNILKQLCEDWEVVPEPVARWCNVQSTQDEFEELTMSQKNGGNVLQMMYEKPERWSFTFQTYACLSRIRAQLASLNGKLKDAEKPVLFFERSVYSDRYIFASNLYESECMNETEWTIYQDWHDWMNNQFGQSLELDGIIYLQATPETCLHRIYLRGRNEEQGIPLEYLEKLHYKHESWLLHRTLKTNFDYLQEVPILTLDVNEDFKDKYESLVEKVKEFLSTL. Result: 1 (interaction).